Dataset: Acute oral toxicity (LD50) regression data from Zhu et al.. Task: Regression/Classification. Given a drug SMILES string, predict its toxicity properties. Task type varies by dataset: regression for continuous values (e.g., LD50, hERG inhibition percentage) or binary classification for toxic/non-toxic outcomes (e.g., AMES mutagenicity, cardiotoxicity, hepatotoxicity). Dataset: ld50_zhu. (1) The compound is O=C1CCN(c2ccccc2)N1. The rat oral LD50 is 2.91, given as -log10 of the dose in mol/kg body weight (higher means more acutely toxic). (2) The compound is C1CC2CC1C1SSSC21. The rat oral LD50 is 2.80, given as -log10 of the dose in mol/kg body weight (higher means more acutely toxic).